Dataset: Reaction yield outcomes from USPTO patents with 853,638 reactions. Task: Predict the reaction yield, written as a fraction of the theoretical maximum amount of product (1.0 means a 100% yield; for example, 0.34 means a 34% yield). The reactants are N[C:2]1[S:3][C:4]2[CH:10]=[C:9]([C:11]3[CH:12]=[C:13]([N:23]4[CH:28]=[CH:27][C:26](=[O:29])[NH:25][C:24]4=[O:30])[CH:14]=[C:15]([C:19]([CH3:22])([CH3:21])[CH3:20])[C:16]=3[O:17][CH3:18])[CH:8]=[CH:7][C:5]=2[N:6]=1.N(OCCC(C)C)=O. The catalyst is O1CCOCC1. The product is [S:3]1[C:4]2[CH:10]=[C:9]([C:11]3[CH:12]=[C:13]([N:23]4[CH:28]=[CH:27][C:26](=[O:29])[NH:25][C:24]4=[O:30])[CH:14]=[C:15]([C:19]([CH3:22])([CH3:21])[CH3:20])[C:16]=3[O:17][CH3:18])[CH:8]=[CH:7][C:5]=2[N:6]=[CH:2]1. The yield is 0.480.